Task: Regression/Classification. Given a drug SMILES string, predict its absorption, distribution, metabolism, or excretion properties. Task type varies by dataset: regression for continuous measurements (e.g., permeability, clearance, half-life) or binary classification for categorical outcomes (e.g., BBB penetration, CYP inhibition). For this dataset (solubility_aqsoldb), we predict Y.. Dataset: Aqueous solubility values for 9,982 compounds from the AqSolDB database (1) The compound is Cc1cccc(NC(=O)c2ccccc2C(=O)O)c1. The Y is -2.41 log mol/L. (2) The Y is -1.60 log mol/L. The molecule is COC(=O)c1ccccc1S(=O)(=O)NC(=O)Nc1nc(C)nc(OC)n1.